Dataset: Reaction yield outcomes from USPTO patents with 853,638 reactions. Task: Predict the reaction yield, written as a fraction of the theoretical maximum amount of product (1.0 means a 100% yield; for example, 0.34 means a 34% yield). The reactants are C(O[C:4]([CH:6]1[CH2:11][CH2:10][CH2:9][CH2:8][N:7]1[N:12]([CH2:33][C:34]1[CH:39]=[CH:38][C:37]([F:40])=[CH:36][CH:35]=1)[C:13](=[O:32])[CH2:14][C:15]1[NH:20][C:19]2[CH:21]=[CH:22][C:23]([NH:25][S:26]([CH3:29])(=[O:28])=[O:27])=[CH:24][C:18]=2[S:17](=[O:31])(=[O:30])[N:16]=1)=[O:5])C.[O-]CC.[Na+]. The catalyst is C(O)C. The product is [F:40][C:37]1[CH:38]=[CH:39][C:34]([CH2:33][N:12]2[C:13](=[O:32])[C:14]([C:15]3[NH:20][C:19]4[CH:21]=[CH:22][C:23]([NH:25][S:26]([CH3:29])(=[O:27])=[O:28])=[CH:24][C:18]=4[S:17](=[O:31])(=[O:30])[N:16]=3)=[C:4]([OH:5])[CH:6]3[CH2:11][CH2:10][CH2:9][CH2:8][N:7]23)=[CH:35][CH:36]=1. The yield is 0.0950.